This data is from Catalyst prediction with 721,799 reactions and 888 catalyst types from USPTO. The task is: Predict which catalyst facilitates the given reaction. (1) Reactant: [CH3:1][C:2]1[CH:3]=[CH:4][C:5]([C:15](=O)[C:16]([F:19])([F:18])[F:17])=[C:6]([CH:14]=1)[O:7][CH2:8][C:9]([O:11][CH2:12][CH3:13])=[O:10].C([O-])([O-])=O.[K+].[K+]. Product: [CH3:1][C:2]1[CH:3]=[CH:4][C:5]2[C:15]([C:16]([F:19])([F:18])[F:17])=[C:8]([C:9]([O:11][CH2:12][CH3:13])=[O:10])[O:7][C:6]=2[CH:14]=1. The catalyst class is: 23. (2) Reactant: [N:1]12[CH2:8][CH2:7][C:4]([C:9]([C:17]3[CH:22]=[CH:21][CH:20]=[CH:19][CH:18]=3)([C:11]3[CH:16]=[CH:15][CH:14]=[CH:13][CH:12]=3)O)([CH2:5][CH2:6]1)[CH2:3][CH2:2]2.[Al+3].[Cl-].[Cl-].[Cl-].[Si]([C:31]#[N:32])(C)(C)C.C([O-])([O-])=O.[K+].[K+]. Product: [N:1]12[CH2:8][CH2:7][C:4]([C:9]([C:17]3[CH:22]=[CH:21][CH:20]=[CH:19][CH:18]=3)([C:11]3[CH:16]=[CH:15][CH:14]=[CH:13][CH:12]=3)[C:31]#[N:32])([CH2:5][CH2:6]1)[CH2:3][CH2:2]2. The catalyst class is: 839. (3) Reactant: [OH:1][C:2]1[CH:15]=[CH:14][C:5]([CH2:6][CH:7]2[S:11][C:10](=[O:12])[NH:9][C:8]2=[O:13])=[CH:4][CH:3]=1.F[C:17]1[CH:24]=[CH:23][C:20]([CH:21]=[O:22])=[CH:19][CH:18]=1.C([O-])([O-])=O.[Cs+].[Cs+].C(O)(=O)CC(CC(O)=O)(C(O)=O)O. Product: [O:12]=[C:10]1[NH:9][C:8](=[O:13])[CH:7]([CH2:6][C:5]2[CH:14]=[CH:15][C:2]([O:1][C:17]3[CH:24]=[CH:23][C:20]([CH:21]=[O:22])=[CH:19][CH:18]=3)=[CH:3][CH:4]=2)[S:11]1. The catalyst class is: 39. (4) Reactant: [CH3:1][C:2]1[CH:7]=[C:6]([CH:8]=[O:9])[CH:5]=[C:4]([CH3:10])[C:3]=1[C:11]1[CH:16]=[CH:15][C:14]([C:17]([F:20])([F:19])[F:18])=[CH:13][CH:12]=1.[CH2:21]([Mg]Br)[CH:22]([CH3:24])[CH3:23]. Product: [CH3:1][C:2]1[CH:7]=[C:6]([CH:8]([OH:9])[CH2:21][CH:22]([CH3:24])[CH3:23])[CH:5]=[C:4]([CH3:10])[C:3]=1[C:11]1[CH:16]=[CH:15][C:14]([C:17]([F:19])([F:18])[F:20])=[CH:13][CH:12]=1. The catalyst class is: 1. (5) Reactant: [O:1]1[C:5]2[CH:6]=[CH:7][CH:8]=[CH:9][C:4]=2[C:3]([N:10]2[CH2:15][CH2:14][N:13]([CH2:16][CH2:17][C:18]3[CH:19]=[C:20]4[C:24](=[CH:25][CH:26]=3)[C:23]([CH3:28])([CH3:27])[CH:22]([NH2:29])[C:21]4([CH3:31])[CH3:30])[CH2:12][CH2:11]2)=[N:2]1.[C:32](OC(=O)C)(=[O:34])[CH3:33].C(N(CC)CC)C. Product: [O:1]1[C:5]2[CH:6]=[CH:7][CH:8]=[CH:9][C:4]=2[C:3]([N:10]2[CH2:15][CH2:14][N:13]([CH2:16][CH2:17][C:18]3[CH:19]=[C:20]4[C:24](=[CH:25][CH:26]=3)[C:23]([CH3:27])([CH3:28])[CH:22]([NH:29][C:32](=[O:34])[CH3:33])[C:21]4([CH3:31])[CH3:30])[CH2:12][CH2:11]2)=[N:2]1. The catalyst class is: 2. (6) Reactant: CC[O-].[Na+].Cl.[CH:6]([NH2:8])=[NH:7].C[CH2:10][CH:11]([C:16](OCC)=[O:17])[C:12](OC)=[O:13]. Product: [OH:13][C:12]1[C:11]([CH3:10])=[C:16]([OH:17])[N:8]=[CH:6][N:7]=1. The catalyst class is: 8. (7) Reactant: [Cl:1][C:2]1[CH:10]=[CH:9][C:8]([OH:11])=[CH:7][C:3]=1[C:4]([OH:6])=O.C(N(CC)CC)C.[CH3:19][C:20]([CH3:25])([CH3:24])[C:21](Cl)=[O:22].Cl.[NH2:27][CH2:28][C:29]1[CH:38]=[CH:37][C:32]([C:33]([O:35][CH3:36])=[O:34])=[CH:31][CH:30]=1. Product: [Cl:1][C:2]1[CH:10]=[CH:9][C:8]([O:11][C:21](=[O:22])[C:20]([CH3:25])([CH3:24])[CH3:19])=[CH:7][C:3]=1[C:4]([NH:27][CH2:28][C:29]1[CH:30]=[CH:31][C:32]([C:33]([O:35][CH3:36])=[O:34])=[CH:37][CH:38]=1)=[O:6]. The catalyst class is: 754. (8) Reactant: CO[C:3]1[CH:4]=[C:5]2[C:9](=[CH:10][C:11]=1[O:12][CH3:13])[NH:8][C:7]([CH2:14]C(N)=O)=[C:6]2[C:18]1[CH:23]=[CH:22][C:21]([O:24][CH3:25])=[CH:20][CH:19]=1.FC(F)(F)C(O[C:31](=[O:36])C(F)(F)F)=O.[N:39]1C=CC=CC=1. Product: [CH3:31][O:36][C:22]1[CH:23]=[C:18]2[C:19](=[CH:20][C:21]=1[O:24][CH3:25])[NH:8][C:7]([C:14]#[N:39])=[C:6]2[C:5]1[CH:4]=[CH:3][C:11]([O:12][CH3:13])=[CH:10][CH:9]=1. The catalyst class is: 12. (9) Reactant: [CH2:1]([O:8][C:9]1[C:10]2[N:11]([N:15]=[C:16]([NH2:18])[N:17]=2)[CH:12]=[CH:13][CH:14]=1)[C:2]1[CH:7]=[CH:6][CH:5]=[CH:4][CH:3]=1.Br[C:20]1[CH:25]=[CH:24][C:23]([N:26]2[CH:30]=[C:29]([CH3:31])[N:28]=[CH:27]2)=[C:22]([O:32][CH3:33])[CH:21]=1.C(Cl)Cl. Product: [CH2:1]([O:8][C:9]1[C:10]2[N:11]([N:15]=[C:16]([NH:18][C:20]3[CH:25]=[CH:24][C:23]([N:26]4[CH:30]=[C:29]([CH3:31])[N:28]=[CH:27]4)=[C:22]([O:32][CH3:33])[CH:21]=3)[N:17]=2)[CH:12]=[CH:13][CH:14]=1)[C:2]1[CH:7]=[CH:6][CH:5]=[CH:4][CH:3]=1. The catalyst class is: 61. (10) Reactant: [F:1][C:2]1[CH:7]=[CH:6][C:5]([OH:8])=[CH:4][CH:3]=1.Br[C:10]([CH3:17])([CH3:16])[C:11]([O:13][CH2:14][CH3:15])=[O:12].C(=O)([O-])[O-].[K+].[K+].O. Product: [F:1][C:2]1[CH:7]=[CH:6][C:5]([O:8][C:10]([CH3:17])([CH3:16])[C:11]([O:13][CH2:14][CH3:15])=[O:12])=[CH:4][CH:3]=1. The catalyst class is: 3.